Dataset: NCI-60 drug combinations with 297,098 pairs across 59 cell lines. Task: Regression. Given two drug SMILES strings and cell line genomic features, predict the synergy score measuring deviation from expected non-interaction effect. (1) Drug 1: CC1C(C(CC(O1)OC2CC(OC(C2O)C)OC3=CC4=CC5=C(C(=O)C(C(C5)C(C(=O)C(C(C)O)O)OC)OC6CC(C(C(O6)C)O)OC7CC(C(C(O7)C)O)OC8CC(C(C(O8)C)O)(C)O)C(=C4C(=C3C)O)O)O)O. Synergy scores: CSS=38.4, Synergy_ZIP=3.90, Synergy_Bliss=5.53, Synergy_Loewe=-16.7, Synergy_HSA=0.888. Cell line: T-47D. Drug 2: C1CC(=O)NC(=O)C1N2C(=O)C3=CC=CC=C3C2=O. (2) Drug 2: CC1=C2C(C(=O)C3(C(CC4C(C3C(C(C2(C)C)(CC1OC(=O)C(C(C5=CC=CC=C5)NC(=O)C6=CC=CC=C6)O)O)OC(=O)C7=CC=CC=C7)(CO4)OC(=O)C)O)C)OC(=O)C. Synergy scores: CSS=29.4, Synergy_ZIP=4.77, Synergy_Bliss=6.04, Synergy_Loewe=-20.5, Synergy_HSA=3.58. Drug 1: C1CCC(C1)C(CC#N)N2C=C(C=N2)C3=C4C=CNC4=NC=N3. Cell line: UACC-257. (3) Drug 1: CCC1(CC2CC(C3=C(CCN(C2)C1)C4=CC=CC=C4N3)(C5=C(C=C6C(=C5)C78CCN9C7C(C=CC9)(C(C(C8N6C)(C(=O)OC)O)OC(=O)C)CC)OC)C(=O)OC)O.OS(=O)(=O)O. Drug 2: CC1=C(C=C(C=C1)C(=O)NC2=CC(=CC(=C2)C(F)(F)F)N3C=C(N=C3)C)NC4=NC=CC(=N4)C5=CN=CC=C5. Cell line: HL-60(TB). Synergy scores: CSS=9.01, Synergy_ZIP=2.89, Synergy_Bliss=4.80, Synergy_Loewe=5.71, Synergy_HSA=2.88. (4) Drug 1: CC1CCC2CC(C(=CC=CC=CC(CC(C(=O)C(C(C(=CC(C(=O)CC(OC(=O)C3CCCCN3C(=O)C(=O)C1(O2)O)C(C)CC4CCC(C(C4)OC)O)C)C)O)OC)C)C)C)OC. Drug 2: CCC1(C2=C(COC1=O)C(=O)N3CC4=CC5=C(C=CC(=C5CN(C)C)O)N=C4C3=C2)O.Cl. Cell line: HCC-2998. Synergy scores: CSS=32.3, Synergy_ZIP=-1.25, Synergy_Bliss=0.285, Synergy_Loewe=-8.99, Synergy_HSA=0.0677. (5) Drug 2: C(CN)CNCCSP(=O)(O)O. Cell line: SNB-19. Synergy scores: CSS=22.0, Synergy_ZIP=-1.70, Synergy_Bliss=-1.08, Synergy_Loewe=-29.2, Synergy_HSA=1.46. Drug 1: C1CN1C2=NC(=NC(=N2)N3CC3)N4CC4. (6) Cell line: NCI/ADR-RES. Synergy scores: CSS=24.9, Synergy_ZIP=-7.02, Synergy_Bliss=0.276, Synergy_Loewe=1.63, Synergy_HSA=3.87. Drug 2: C1CCC(C(C1)N)N.C(=O)(C(=O)[O-])[O-].[Pt+4]. Drug 1: C1=NC(=NC(=O)N1C2C(C(C(O2)CO)O)O)N. (7) Drug 1: CN(CCCl)CCCl.Cl. Drug 2: CCC1(C2=C(COC1=O)C(=O)N3CC4=CC5=C(C=CC(=C5CN(C)C)O)N=C4C3=C2)O.Cl. Cell line: EKVX. Synergy scores: CSS=7.21, Synergy_ZIP=-5.46, Synergy_Bliss=-2.62, Synergy_Loewe=-0.0998, Synergy_HSA=0.220.